Dataset: Full USPTO retrosynthesis dataset with 1.9M reactions from patents (1976-2016). Task: Predict the reactants needed to synthesize the given product. (1) Given the product [CH2:32]([N:19]1[CH2:20][CH2:21][CH:16]([CH2:15][CH2:14][C:10]2[C:9]3[CH:8]=[CH:7][C:6]([CH2:22][O:23][C:24]4[CH:25]=[CH:26][C:27]([C:28]#[N:29])=[CH:30][CH:31]=4)=[C:5]([CH2:4][N:2]([CH3:3])[CH3:1])[C:13]=3[O:12][N:11]=2)[CH2:17][CH2:18]1)[C:33]1[CH:38]=[CH:37][CH:36]=[CH:35][CH:34]=1, predict the reactants needed to synthesize it. The reactants are: [CH3:1][N:2]([CH2:4][C:5]1[C:13]2[O:12][N:11]=[C:10]([CH2:14][CH2:15][CH:16]3[CH2:21][CH2:20][NH:19][CH2:18][CH2:17]3)[C:9]=2[CH:8]=[CH:7][C:6]=1[CH2:22][O:23][C:24]1[CH:31]=[CH:30][C:27]([C:28]#[N:29])=[CH:26][CH:25]=1)[CH3:3].[CH:32](=O)[C:33]1[CH:38]=[CH:37][CH:36]=[CH:35][CH:34]=1.C(O[BH-](OC(=O)C)OC(=O)C)(=O)C.[Na+].C(=O)(O)[O-].[Na+].C(=O)([O-])[O-].[Na+].[Na+]. (2) Given the product [OH:36][CH2:35][C@H:24]([NH:23][C:19]([C:17]1[CH:18]=[C:9]([C:8]#[C:7][C:2]2[CH:3]=[CH:4][CH:5]=[CH:6][C:1]=2[CH3:22])[CH:10]=[C:11]2[C:16]=1[O:15][CH2:14][CH:13]=[CH:12]2)=[O:20])[CH2:25][C:26]1[C:34]2[C:29](=[CH:30][CH:31]=[CH:32][CH:33]=2)[NH:28][CH:27]=1, predict the reactants needed to synthesize it. The reactants are: [C:1]1([CH3:22])[CH:6]=[CH:5][CH:4]=[CH:3][C:2]=1[C:7]#[C:8][C:9]1[CH:10]=[C:11]2[C:16](=[C:17]([C:19](O)=[O:20])[CH:18]=1)[O:15][CH2:14][CH:13]=[CH:12]2.[NH2:23][C@@H:24]([CH2:35][OH:36])[CH2:25][C:26]1[C:34]2[C:29](=[CH:30][CH:31]=[CH:32][CH:33]=2)[NH:28][CH:27]=1.C(Cl)CCl.C1C=CC2N(O)N=NC=2C=1. (3) Given the product [Br:15][CH2:1][C:2]1[CH:10]=[CH:9][C:5]([C:6]([OH:8])=[O:7])=[CH:4][C:3]=1[C:11]([F:12])([F:13])[F:14], predict the reactants needed to synthesize it. The reactants are: [CH3:1][C:2]1[CH:10]=[CH:9][C:5]([C:6]([OH:8])=[O:7])=[CH:4][C:3]=1[C:11]([F:14])([F:13])[F:12].[Br:15]([O-])(=O)=O.[Na+].S(=O)(O)[O-].[Na+]. (4) Given the product [C:17]([O:16][C:14]([N:10]1[CH2:11][CH2:12][O:13][CH:8]([C:5]2[CH:6]=[CH:7][C:2]([NH:1][C:34]([NH:47][C:44]3[CH:45]=[N:46][C:41]([Cl:40])=[CH:42][CH:43]=3)=[O:37])=[C:3]([Br:21])[CH:4]=2)[CH2:9]1)=[O:15])([CH3:18])([CH3:20])[CH3:19], predict the reactants needed to synthesize it. The reactants are: [NH2:1][C:2]1[CH:7]=[CH:6][C:5]([CH:8]2[O:13][CH2:12][CH2:11][N:10]([C:14]([O:16][C:17]([CH3:20])([CH3:19])[CH3:18])=[O:15])[CH2:9]2)=[CH:4][C:3]=1[Br:21].ClC(Cl)(OC(=O)OC(Cl)(Cl)Cl)Cl.[C:34](=[O:37])([O-])[O-].[Na+].[Na+].[Cl:40][C:41]1[N:46]=[CH:45][C:44]([NH2:47])=[CH:43][CH:42]=1. (5) Given the product [N:3]1[CH:2]=[CH:7][CH:6]=[C:5]([C:8]2[CH:9]=[C:10]([NH2:14])[CH:11]=[CH:12][CH:13]=2)[N:4]=1, predict the reactants needed to synthesize it. The reactants are: Cl[C:2]1[N:3]=[N:4][C:5]([C:8]2[CH:13]=[CH:12][CH:11]=[C:10]([N+:14]([O-])=O)[CH:9]=2)=[CH:6][CH:7]=1. (6) Given the product [C:1]([C:5]1[CH:11]=[C:10]2[C:8](=[CH:7][CH:6]=1)[N:9]=[C:15]([CH3:16])[CH:14]=[CH:13]2)([CH3:4])([CH3:2])[CH3:3], predict the reactants needed to synthesize it. The reactants are: [C:1]([C:5]1[CH:11]=[CH:10][C:8]([NH2:9])=[CH:7][CH:6]=1)([CH3:4])([CH3:3])[CH3:2].Cl.[CH:13](=O)/[CH:14]=[CH:15]/[CH3:16]. (7) Given the product [CH3:1][O:2][C:3]([C@@H:5]1[CH2:7][C@H:6]1[C:8]1[CH:13]=[CH:12][C:11]([OH:14])=[CH:10][C:9]=1[O:22][CH3:23])=[O:4], predict the reactants needed to synthesize it. The reactants are: [CH3:1][O:2][C:3]([C@@H:5]1[CH2:7][C@H:6]1[C:8]1[CH:13]=[CH:12][C:11]([O:14]CC2C=CC=CC=2)=[CH:10][C:9]=1[O:22][CH3:23])=[O:4]. (8) Given the product [F:39][C:16]1[CH:17]=[CH:18][C:19]([O:21][Si:22]([C:35]([CH3:38])([CH3:37])[CH3:36])([C:23]2[CH:28]=[CH:27][CH:26]=[CH:25][CH:24]=2)[C:29]2[CH:34]=[CH:33][CH:32]=[CH:31][CH:30]=2)=[CH:20][C:15]=1[CH2:14][N:11]1[CH2:12][CH2:13][NH:8][CH2:9][C:10]1=[O:40], predict the reactants needed to synthesize it. The reactants are: C(OC([N:8]1[CH2:13][CH2:12][N:11]([CH2:14][C:15]2[CH:20]=[C:19]([O:21][Si:22]([C:35]([CH3:38])([CH3:37])[CH3:36])([C:29]3[CH:34]=[CH:33][CH:32]=[CH:31][CH:30]=3)[C:23]3[CH:28]=[CH:27][CH:26]=[CH:25][CH:24]=3)[CH:18]=[CH:17][C:16]=2[F:39])[C:10](=[O:40])[CH2:9]1)=O)(C)(C)C.FC(F)(F)C(O)=O.C(=O)(O)[O-].[Na+].